Dataset: NCI-60 drug combinations with 297,098 pairs across 59 cell lines. Task: Regression. Given two drug SMILES strings and cell line genomic features, predict the synergy score measuring deviation from expected non-interaction effect. Drug 1: CC1C(C(CC(O1)OC2CC(CC3=C2C(=C4C(=C3O)C(=O)C5=C(C4=O)C(=CC=C5)OC)O)(C(=O)CO)O)N)O.Cl. Drug 2: CCC1(CC2CC(C3=C(CCN(C2)C1)C4=CC=CC=C4N3)(C5=C(C=C6C(=C5)C78CCN9C7C(C=CC9)(C(C(C8N6C)(C(=O)OC)O)OC(=O)C)CC)OC)C(=O)OC)O.OS(=O)(=O)O. Cell line: MALME-3M. Synergy scores: CSS=21.8, Synergy_ZIP=-0.915, Synergy_Bliss=1.64, Synergy_Loewe=2.14, Synergy_HSA=1.43.